Dataset: Reaction yield outcomes from USPTO patents with 853,638 reactions. Task: Predict the reaction yield, written as a fraction of the theoretical maximum amount of product (1.0 means a 100% yield; for example, 0.34 means a 34% yield). (1) The yield is 0.710. The catalyst is C(O)C. The reactants are CC1(C)[O:9][C:8](=[O:10])[C:5]2([CH2:7][CH2:6]2)[C:4](=[O:11])O1.[CH2:13]1[C:21]2[C:16](=[CH:17][C:18]([NH2:22])=[CH:19][CH:20]=2)[CH2:15][CH2:14]1. The product is [CH2:13]1[C:21]2[C:16](=[CH:17][C:18]([N:22]3[CH2:6][CH2:7][CH:5]([C:8]([OH:9])=[O:10])[C:4]3=[O:11])=[CH:19][CH:20]=2)[CH2:15][CH2:14]1. (2) The reactants are ClC(Cl)(O[C:5](=[O:11])OC(Cl)(Cl)Cl)Cl.[C:13]12([CH2:23][CH2:24][NH:25][CH3:26])[CH2:22][CH:17]3[CH2:18][CH:19]([CH2:21][CH:15]([CH2:16]3)[CH2:14]1)[CH2:20]2.C(N(C(C)C)CC)(C)C.[CH3:36][NH:37][CH2:38][CH2:39][CH2:40][C:41]1[CH:46]=[CH:45][N:44]=[CH:43][CH:42]=1. The catalyst is ClCCl.C(OCC)C. The product is [C:13]12([CH2:23][CH2:24][N:25]([CH3:26])[C:5]([N:37]([CH3:36])[CH2:38][CH2:39][CH2:40][C:41]3[CH:42]=[CH:43][N:44]=[CH:45][CH:46]=3)=[O:11])[CH2:20][CH:19]3[CH2:18][CH:17]([CH2:16][CH:15]([CH2:21]3)[CH2:14]1)[CH2:22]2. The yield is 0.540. (3) The reactants are [C:1]1([C:6]([CH2:8][C:9]([O:11][CH3:12])=[O:10])=O)[S:5][CH:4]=[CH:3][CH:2]=1.C([O-])=O.[NH4+:16]. The catalyst is CO. The product is [NH2:16][C:6]([C:1]1[S:5][CH:4]=[CH:3][CH:2]=1)=[CH:8][C:9]([O:11][CH3:12])=[O:10]. The yield is 0.891.